Task: Regression/Classification. Given a drug SMILES string, predict its absorption, distribution, metabolism, or excretion properties. Task type varies by dataset: regression for continuous measurements (e.g., permeability, clearance, half-life) or binary classification for categorical outcomes (e.g., BBB penetration, CYP inhibition). For this dataset (b3db_regression), we predict Y.. Dataset: Blood-brain barrier permeability regression values from the B3DB database The molecule is CC[C@@H](C1=CC=CC=C1)NC(=O)C2=C(C(=NC3=CC=CC=C32)C4=CC=CC=C4)C. The Y is 0.300 log(BB ratio).